This data is from Experimentally validated miRNA-target interactions with 360,000+ pairs, plus equal number of negative samples. The task is: Binary Classification. Given a miRNA mature sequence and a target amino acid sequence, predict their likelihood of interaction. The miRNA is hsa-miR-6770-5p with sequence UGAGAAGGCACAGCUUGCACGUGA. The protein sequence of the target gene is MGPKRRQLTFREKSRIIQEVEENPDLRKGEIARRFNIPPSTLSTILKNKRAILASERKYGVASTCRKTNKLSPYDKLEGLLIAWFQQIRAAGLPVKGIILKEKALRIAEELGMDDFTASNGWLDRFRRRHGVVSCSGVARARARNAAPRTPAAPASPAAVPSEGSGGSTTGWRAREEQPPSVAEGYASQDVFSATETSLWYDFLPDQAAGLCGGDGRPRQATQRLSVLLCANADGSEKLPPLVAGKSAKPRAGQAGLPCDYTANSKGGVTTQALAKYLKALDTRMAAESRRVLLLAGRLA.... Result: 0 (no interaction).